Dataset: Full USPTO retrosynthesis dataset with 1.9M reactions from patents (1976-2016). Task: Predict the reactants needed to synthesize the given product. (1) Given the product [F:37][C:38]1[C:47]([F:48])=[CH:46][CH:45]=[C:44]2[C:39]=1[C:40](=[O:54])[NH:41][C:42]([C:49]([NH:24][CH2:23][C:19]1[CH:20]=[CH:21][CH:22]=[C:17]([O:16][CH2:15][CH2:14][O:13][C:10]3[N:11]=[CH:12][N:8]([C:7]([C:1]4[CH:6]=[CH:5][CH:4]=[CH:3][CH:2]=4)([C:25]4[CH:26]=[CH:27][CH:28]=[CH:29][CH:30]=4)[C:31]4[CH:36]=[CH:35][CH:34]=[CH:33][CH:32]=4)[N:9]=3)[CH:18]=1)=[O:50])=[N:43]2, predict the reactants needed to synthesize it. The reactants are: [C:1]1([C:7]([C:31]2[CH:36]=[CH:35][CH:34]=[CH:33][CH:32]=2)([C:25]2[CH:30]=[CH:29][CH:28]=[CH:27][CH:26]=2)[N:8]2[CH:12]=[N:11][C:10]([O:13][CH2:14][CH2:15][O:16][C:17]3[CH:18]=[C:19]([CH2:23][NH2:24])[CH:20]=[CH:21][CH:22]=3)=[N:9]2)[CH:6]=[CH:5][CH:4]=[CH:3][CH:2]=1.[F:37][C:38]1[C:47]([F:48])=[CH:46][CH:45]=[C:44]2[C:39]=1[C:40](=[O:54])[NH:41][C:42]([C:49](OCC)=[O:50])=[N:43]2. (2) Given the product [ClH:21].[Cl:21][C:22]1[CH:23]=[CH:24][C:25]([N:28]2[CH2:33][CH2:32][N:31]([CH2:15][CH2:14][CH2:13][CH2:12][CH:5]3[C:4]4[C:8](=[CH:9][CH:10]=[C:2]([F:1])[CH:3]=4)[NH:7][C:6]3=[O:11])[CH2:30][CH2:29]2)=[CH:26][CH:27]=1, predict the reactants needed to synthesize it. The reactants are: [F:1][C:2]1[CH:3]=[C:4]2[C:8](=[CH:9][CH:10]=1)[NH:7][C:6](=[O:11])[CH:5]2[CH2:12][CH2:13][CH2:14][CH2:15]OS(C)(=O)=O.[Cl:21][C:22]1[CH:27]=[CH:26][C:25]([N:28]2[CH2:33][CH2:32][NH:31][CH2:30][CH2:29]2)=[CH:24][CH:23]=1.